Dataset: Catalyst prediction with 721,799 reactions and 888 catalyst types from USPTO. Task: Predict which catalyst facilitates the given reaction. Reactant: C1(C2C3C(=CC=CC=3)C=CC=2P(C2C=CC=CC=2)C2C=CC=CC=2)C2C(=CC=CC=2)C=CC=1P(C1C=CC=CC=1)C1C=CC=CC=1.Br[C:48]1[CH:49]=[C:50]([C:55]#[N:56])[CH:51]=[C:52]([F:54])[CH:53]=1.[CH2:57]([O:59]C([Sn](CCCC)(CCCC)CCCC)=C)[CH3:58]. Product: [C:57]([C:48]1[CH:49]=[C:50]([C:55]#[N:56])[CH:51]=[C:52]([F:54])[CH:53]=1)(=[O:59])[CH3:58]. The catalyst class is: 101.